This data is from Full USPTO retrosynthesis dataset with 1.9M reactions from patents (1976-2016). The task is: Predict the reactants needed to synthesize the given product. Given the product [CH3:1][NH:2][CH2:8][CH2:9][CH2:10][CH2:11][CH2:12][CH2:13][CH2:14][CH2:15]/[CH:16]=[CH:17]\[CH2:18]/[CH:19]=[CH:20]\[CH2:21][CH2:22][CH2:23][CH2:24][CH3:25], predict the reactants needed to synthesize it. The reactants are: [CH3:1][NH2:2].CS(O[CH2:8][CH2:9][CH2:10][CH2:11][CH2:12][CH2:13][CH2:14][CH2:15]/[CH:16]=[CH:17]\[CH2:18]/[CH:19]=[CH:20]\[CH2:21][CH2:22][CH2:23][CH2:24][CH3:25])(=O)=O.